Dataset: Full USPTO retrosynthesis dataset with 1.9M reactions from patents (1976-2016). Task: Predict the reactants needed to synthesize the given product. Given the product [Br:1][C:2]1[CH:10]=[C:9]([CH:8]=[C:4]([CH2:5][OH:6])[CH:3]=1)[C:11]([O:13][CH3:14])=[O:12], predict the reactants needed to synthesize it. The reactants are: [Br:1][C:2]1[CH:3]=[C:4]([CH:8]=[C:9]([C:11]([O:13][CH3:14])=[O:12])[CH:10]=1)[C:5](O)=[O:6].